This data is from Forward reaction prediction with 1.9M reactions from USPTO patents (1976-2016). The task is: Predict the product of the given reaction. (1) Given the reactants Cl[C@@H:2]([B:9]([OH:11])[OH:10])[CH2:3][C:4]1[CH:8]=[CH:7][S:6][CH:5]=1.[CH3:12][Si:13]([N-:16][Si:17]([CH3:20])([CH3:19])[CH3:18])([CH3:15])[CH3:14].[Li+], predict the reaction product. The product is: [CH3:12][Si:13]([N:16]([Si:17]([CH3:20])([CH3:19])[CH3:18])[C@H:2]([B:9]([OH:11])[OH:10])[CH2:3][C:4]1[CH:8]=[CH:7][S:6][CH:5]=1)([CH3:15])[CH3:14]. (2) Given the reactants [CH:1]([C:3]1[CH:8]=[CH:7][C:6]([N:9]2[CH2:14][CH2:13][N:12]([C:15]([O:17][C:18]([CH3:21])([CH3:20])[CH3:19])=[O:16])[CH2:11][CH2:10]2)=[CH:5][CH:4]=1)=O.C([O-])([O-])=O.[K+].[K+].Cl.[NH2:29][OH:30], predict the reaction product. The product is: [OH:30]/[N:29]=[CH:1]/[C:3]1[CH:8]=[CH:7][C:6]([N:9]2[CH2:14][CH2:13][N:12]([C:15]([O:17][C:18]([CH3:21])([CH3:20])[CH3:19])=[O:16])[CH2:11][CH2:10]2)=[CH:5][CH:4]=1. (3) Given the reactants [CH3:1][C:2]1[CH:7]=[CH:6][C:5]([N+:8]([O-])=O)=[CH:4][C:3]=1[N:11]1[CH2:20][CH2:19][C:14]2([O:18][CH2:17][CH2:16][O:15]2)[CH2:13][CH2:12]1.C1COCC1, predict the reaction product. The product is: [O:15]1[C:14]2([CH2:19][CH2:20][N:11]([C:3]3[CH:4]=[C:5]([NH2:8])[CH:6]=[CH:7][C:2]=3[CH3:1])[CH2:12][CH2:13]2)[O:18][CH2:17][CH2:16]1. (4) The product is: [OH:1][C:2]1[CH:3]=[C:4]([C:8]2[N:9]=[C:10]([N:27]3[CH2:28][CH2:29][O:30][CH2:31][CH2:32]3)[C:11]3[N:16]=[N:15][N:14]([CH2:17][C:18]4[CH:19]=[CH:20][C:21]([C:22]([NH:33][C:34]5[CH:39]=[CH:38][C:37]([N:40]6[CH2:45][CH2:44][N:43]([C:46]([O:48][C:49]([CH3:52])([CH3:51])[CH3:50])=[O:47])[CH2:42][CH2:41]6)=[CH:36][CH:35]=5)=[O:23])=[CH:25][CH:26]=4)[C:12]=3[N:13]=2)[CH:5]=[CH:6][CH:7]=1. Given the reactants [OH:1][C:2]1[CH:3]=[C:4]([C:8]2[N:9]=[C:10]([N:27]3[CH2:32][CH2:31][O:30][CH2:29][CH2:28]3)[C:11]3[N:16]=[N:15][N:14]([CH2:17][C:18]4[CH:26]=[CH:25][C:21]([C:22](O)=[O:23])=[CH:20][CH:19]=4)[C:12]=3[N:13]=2)[CH:5]=[CH:6][CH:7]=1.[NH2:33][C:34]1[CH:39]=[CH:38][C:37]([N:40]2[CH2:45][CH2:44][N:43]([C:46]([O:48][C:49]([CH3:52])([CH3:51])[CH3:50])=[O:47])[CH2:42][CH2:41]2)=[CH:36][CH:35]=1, predict the reaction product. (5) Given the reactants C([N:8]([CH2:12][CH2:13][CH:14]1[C:22]2[C:17](=[CH:18][CH:19]=[CH:20][CH:21]=2)[NH:16][C:15]1=[O:23])[CH2:9][CH2:10][OH:11])C1C=CC=CC=1.Cl[C:25]([O:27][CH2:28][C:29]1[CH:34]=[CH:33][CH:32]=[CH:31][CH:30]=1)=[O:26].C(=O)([O-])O.[K+].O, predict the reaction product. The product is: [CH2:28]([O:27][C:25]([N:8]([CH2:12][CH2:13][CH:14]1[C:22]2[C:17](=[CH:18][CH:19]=[CH:20][CH:21]=2)[NH:16][C:15]1=[O:23])[CH2:9][CH2:10][OH:11])=[O:26])[C:29]1[CH:34]=[CH:33][CH:32]=[CH:31][CH:30]=1. (6) The product is: [NH2:16][C:5]1[CH:4]=[CH:3][C:2]([CH3:1])=[CH:7][C:6]=1[S:8]([CH2:11][C:12]([O:14][CH3:15])=[O:13])(=[O:10])=[O:9]. Given the reactants [CH3:1][C:2]1[CH:3]=[CH:4][C:5]([N+:16]([O-])=O)=[C:6]([S:8]([CH2:11][C:12]([O:14][CH3:15])=[O:13])(=[O:10])=[O:9])[CH:7]=1.[H][H], predict the reaction product.